Dataset: NCI-60 drug combinations with 297,098 pairs across 59 cell lines. Task: Regression. Given two drug SMILES strings and cell line genomic features, predict the synergy score measuring deviation from expected non-interaction effect. (1) Drug 1: CS(=O)(=O)OCCCCOS(=O)(=O)C. Drug 2: C(CN)CNCCSP(=O)(O)O. Cell line: HT29. Synergy scores: CSS=-4.93, Synergy_ZIP=2.55, Synergy_Bliss=0.883, Synergy_Loewe=0.838, Synergy_HSA=-4.70. (2) Drug 1: CCC1=CC2CC(C3=C(CN(C2)C1)C4=CC=CC=C4N3)(C5=C(C=C6C(=C5)C78CCN9C7C(C=CC9)(C(C(C8N6C)(C(=O)OC)O)OC(=O)C)CC)OC)C(=O)OC.C(C(C(=O)O)O)(C(=O)O)O. Drug 2: CCCCC(=O)OCC(=O)C1(CC(C2=C(C1)C(=C3C(=C2O)C(=O)C4=C(C3=O)C=CC=C4OC)O)OC5CC(C(C(O5)C)O)NC(=O)C(F)(F)F)O. Cell line: LOX IMVI. Synergy scores: CSS=40.9, Synergy_ZIP=-3.55, Synergy_Bliss=-3.42, Synergy_Loewe=-0.423, Synergy_HSA=0.702. (3) Drug 1: C1=NC(=NC(=O)N1C2C(C(C(O2)CO)O)O)N. Drug 2: CC1C(C(CC(O1)OC2CC(CC3=C2C(=C4C(=C3O)C(=O)C5=C(C4=O)C(=CC=C5)OC)O)(C(=O)CO)O)N)O.Cl. Cell line: TK-10. Synergy scores: CSS=39.1, Synergy_ZIP=-4.58, Synergy_Bliss=0.137, Synergy_Loewe=0.647, Synergy_HSA=2.15. (4) Drug 2: C1CCC(C(C1)N)N.C(=O)(C(=O)[O-])[O-].[Pt+4]. Drug 1: C1=CN(C=N1)CC(O)(P(=O)(O)O)P(=O)(O)O. Synergy scores: CSS=18.8, Synergy_ZIP=-6.56, Synergy_Bliss=-0.330, Synergy_Loewe=-11.1, Synergy_HSA=-3.02. Cell line: ACHN. (5) Drug 1: CS(=O)(=O)CCNCC1=CC=C(O1)C2=CC3=C(C=C2)N=CN=C3NC4=CC(=C(C=C4)OCC5=CC(=CC=C5)F)Cl. Drug 2: C1=CC=C(C(=C1)C(C2=CC=C(C=C2)Cl)C(Cl)Cl)Cl. Cell line: MALME-3M. Synergy scores: CSS=9.87, Synergy_ZIP=-4.31, Synergy_Bliss=-1.66, Synergy_Loewe=-2.46, Synergy_HSA=-1.09. (6) Drug 1: C1=CC(=CC=C1C#N)C(C2=CC=C(C=C2)C#N)N3C=NC=N3. Drug 2: CCN(CC)CCCC(C)NC1=C2C=C(C=CC2=NC3=C1C=CC(=C3)Cl)OC. Cell line: SF-268. Synergy scores: CSS=9.78, Synergy_ZIP=-0.507, Synergy_Bliss=2.01, Synergy_Loewe=-2.18, Synergy_HSA=-1.65. (7) Drug 2: CCCS(=O)(=O)NC1=C(C(=C(C=C1)F)C(=O)C2=CNC3=C2C=C(C=N3)C4=CC=C(C=C4)Cl)F. Synergy scores: CSS=-1.80, Synergy_ZIP=1.35, Synergy_Bliss=3.22, Synergy_Loewe=-1.01, Synergy_HSA=-0.846. Cell line: DU-145. Drug 1: CCCS(=O)(=O)NC1=C(C(=C(C=C1)F)C(=O)C2=CNC3=C2C=C(C=N3)C4=CC=C(C=C4)Cl)F. (8) Drug 1: CCCCC(=O)OCC(=O)C1(CC(C2=C(C1)C(=C3C(=C2O)C(=O)C4=C(C3=O)C=CC=C4OC)O)OC5CC(C(C(O5)C)O)NC(=O)C(F)(F)F)O. Drug 2: C1CN(CCN1C(=O)CCBr)C(=O)CCBr. Cell line: HL-60(TB). Synergy scores: CSS=67.3, Synergy_ZIP=-1.91, Synergy_Bliss=-9.44, Synergy_Loewe=-18.5, Synergy_HSA=-12.9.